This data is from Full USPTO retrosynthesis dataset with 1.9M reactions from patents (1976-2016). The task is: Predict the reactants needed to synthesize the given product. (1) Given the product [CH2:13]([O:15][C:16](=[O:28])[CH2:17][C:18]1[C:23]([C:24]#[N:25])=[CH:22][CH:21]=[C:20]([NH:4][CH2:3][C:2]([F:1])([F:12])[C:5]2[CH:10]=[CH:9][CH:8]=[C:7]([CH3:11])[N:6]=2)[C:19]=1[F:27])[CH3:14], predict the reactants needed to synthesize it. The reactants are: [F:1][C:2]([F:12])([C:5]1[CH:10]=[CH:9][CH:8]=[C:7]([CH3:11])[N:6]=1)[CH2:3][NH2:4].[CH2:13]([O:15][C:16](=[O:28])[CH2:17][C:18]1[C:23]([C:24]#[N:25])=[CH:22][CH:21]=[C:20](F)[C:19]=1[F:27])[CH3:14]. (2) Given the product [Br:10][CH2:2][C:1]([C:4]1[CH:5]=[N:6][CH:7]=[CH:8][CH:9]=1)=[O:3], predict the reactants needed to synthesize it. The reactants are: [C:1]([C:4]1[CH:5]=[N:6][CH:7]=[CH:8][CH:9]=1)(=[O:3])[CH3:2].[BrH:10].[Br-].[Br-].[Br-].[NH+]1C=CC=CC=1.[NH+]1C=CC=CC=1.[NH+]1C=CC=CC=1. (3) Given the product [CH2:20]([O:1][C:2]1[CH:3]=[CH:4][C:5]([C:8]2[S:9][CH:10]=[CH:11][N:12]=2)=[CH:6][CH:7]=1)[CH3:21], predict the reactants needed to synthesize it. The reactants are: [OH:1][C:2]1[CH:7]=[CH:6][C:5]([C:8]2[S:9][CH:10]=[CH:11][N:12]=2)=[CH:4][CH:3]=1.C([O-])([O-])=O.[K+].[K+].Br[CH2:20][CH3:21].